This data is from Peptide-MHC class II binding affinity with 134,281 pairs from IEDB. The task is: Regression. Given a peptide amino acid sequence and an MHC pseudo amino acid sequence, predict their binding affinity value. This is MHC class II binding data. (1) The peptide sequence is KDKTDIHRLEPVKCD. The MHC is DRB3_0101 with pseudo-sequence DRB3_0101. The binding affinity (normalized) is 0.426. (2) The peptide sequence is QPEWFRNVLSIAPIMF. The MHC is DRB1_0405 with pseudo-sequence DRB1_0405. The binding affinity (normalized) is 0.452. (3) The peptide sequence is DCSEYPKPDCTAEDR. The MHC is DRB1_1501 with pseudo-sequence DRB1_1501. The binding affinity (normalized) is 0. (4) The peptide sequence is TYDKGILTVSVAVSE. The MHC is DRB1_0901 with pseudo-sequence DRB1_0901. The binding affinity (normalized) is 0.519. (5) The peptide sequence is ACQGVGGPSHKARVLAEA. The MHC is DRB1_0701 with pseudo-sequence DRB1_0701. The binding affinity (normalized) is 0.231.